From a dataset of Experimentally validated miRNA-target interactions with 360,000+ pairs, plus equal number of negative samples. Binary Classification. Given a miRNA mature sequence and a target amino acid sequence, predict their likelihood of interaction. (1) Result: 1 (interaction). The protein sequence of the target gene is MKNQLRGPPVRAHMSTSGAAAAAAAGGTRAGSEPGAGSGSGAGIGAGATTGAGAMPCKSAEWLQEELEARGGASLLLLDCRPHELFESSHIETAINLAIPGLMLRRLRKGNLPIRSIIPNHADKERFATRCKAATVLLYDEATAEWQPEPGAPASVLGLLLQKLRDDGCQAYYLQGGFNKFQTEYSEHCETNVDSSSSPSGSPPTSVLGLGGLRISSDCSDGESDRELPSSATESDGSPVPSSQPAFPVQILPYLYLGCAKDSTNLDVLGKYGIKYILNVTPNLPNAFEHGGEFTYKQIP.... The miRNA is mmu-miR-3473a with sequence UGGAGAGAUGGCUCAGCA. (2) The miRNA is mmu-miR-3072-3p with sequence UGCCCCCUCCAGGAAGCCUUCU. The protein sequence of the target gene is MLWPLPLFLLCAGSLAQDLEFQLVAPESVTVEEGLCVHVPCSVFYPSIKLTLGPVTGSWLRKGVSLHEDSPVATSDPRQLVQKATQGRFQLLGDPQKHDCSLFIRDAQKNDTGMYFFRVVREPFVRYSYKKSQLSLHVTSLSRTPDIIIPGTLEAGYPSNLTCSVPWACEQGTPPTFSWMSTALTSLSSRTTDSSVLTFTPQPQDHGTKLTCLVTFSGAGVTVERTIQLNVTRKSGQMRELVLVAVGEATVKLLILGLCLVFLIVMFCRRKTTKLSVHMGCENPIKRQEAITSYNHCLSP.... Result: 1 (interaction). (3) The miRNA is hsa-miR-611 with sequence GCGAGGACCCCUCGGGGUCUGAC. The protein sequence of the target gene is MAMNSMCIEEQHHLEHYLFPVVYIIVFIVSVPANIGSLCVSFLQAKKENELGIYLFSLSLSDLLYALTLPLWINYTWNKDNWTFSPTLCKGSVFFTYMNFYSSTAFLTCIALDRYLAVVYPLKFSFLRTRRFAFITSLSIWILESFFNSMLLWKDETSVEYCDSDKSNFTLCYDKYPLEKWQINLNLFRTCMGYAIPLITIMICNHKVYRAVRHNQATENSEKRRIIKLLASITLTFVLCFTPFHVMVLIRCVLERDMNVNDKSGWQTFTVYRVTVALTSLNCVADPILYCFVTETGRAD.... Result: 0 (no interaction). (4) The miRNA is hsa-miR-4503 with sequence UUUAAGCAGGAAAUAGAAUUUA. The protein sequence of the target gene is MSGHRSTRKRCGDSHPESPVGFGHMSTTGCVLNKLFQLPTPPLSRHQLKRLEEHRYQSAGRSLLEPLMQGYWEWLVRRVPSWIAPNLITIIGLSINICTTILLVFYCPTATEQAPLWAYIACACGLFIYQSLDAIDGKQARRTNSSSPLGELFDHGCDSLSTVFVVLGTCIAVQLGTNPDWMFFCCFAGTFMFYCAHWQTYVSGTLRFGIIDVTEVQIFIIIMHLLAVIGGPPFWQSMIPVLNIQMKIFPALCTVAGTIFSCTNYFRVIFTGGVGKNGSTIAGTSVLSPFLHIGSVITLA.... Result: 0 (no interaction). (5) The miRNA is hsa-miR-3135a with sequence UGCCUAGGCUGAGACUGCAGUG. The protein sequence of the target gene is MEELSSVGEQVFAAECILSKRLRKGKLEYLVKWRGWSSKHNSWEPEENILDPRLLLAFQKKEHEKEVQNRKRGKRPRGRPRKHTVTSSCSRRSKLKEPDAPSKSKSSSSSSSSTSSSSSSDEEEDDSDLDSKRGPRGRETHPVPQKKAQILVAKPELKDPIRKKRGRKPLPPEQKAARRPVSLAKVLKTTRKDLGTSAAKLPPPLSAPVAGLAALKAHTKEACGGPSTMATPENLASLMKGMAGSPSRGGIWQSSIVHYMNRMSQSQVQAASRLALKAQATNKCGLGLDLKVRTQKGGEL.... Result: 0 (no interaction). (6) The miRNA is mmu-miR-290a-3p with sequence AAAGUGCCGCCUAGUUUUAAGCCC. The protein sequence of the target gene is MKALDEPPYLTVGTDVSAKYRGAFCEAKIKTAKRLVKVKVTFRHDSSTVEVQDDHIKGPLKVGAIVEVKNLDGAYQEAVINKLTDASWYTVVFDDGDEKTLRRSSLCLKGERHFAESETLDQLPLTNPEHFGTPVIGKKTNRGRRSNHIPEEESSSSSSDDDEEERKQTDELLGKVVCVDYVSLEKKKAMWFPALVVCPDCSDEIAVKKDNILVRSFKDGKFTSVPRKDVHEITSDTVPKPDAVLKQAFDQALEFHKSRAIPANWKTELKEDSSSSEAEEEEEEEDDEKEKEDNSSEEEE.... Result: 1 (interaction).